From a dataset of Forward reaction prediction with 1.9M reactions from USPTO patents (1976-2016). Predict the product of the given reaction. The product is: [CH2:1]([O:3][C:4](=[O:15])[C@@:5]([CH2:12][C:13]#[N:14])([CH2:6][OH:7])[CH2:9][CH2:10][CH3:11])[CH3:2]. Given the reactants [CH2:1]([O:3][C:4](=[O:15])[C@:5]([CH2:12][C:13]#[N:14])([CH2:9][CH2:10][CH3:11])[C:6](O)=[O:7])[CH3:2].CN1CCOCC1.[BH4-].[Na+].CO, predict the reaction product.